From a dataset of Full USPTO retrosynthesis dataset with 1.9M reactions from patents (1976-2016). Predict the reactants needed to synthesize the given product. (1) Given the product [CH:9]1([C:8]([N:15]2[CH2:16][CH2:17][CH:18]([C:23]3[S:27][C:26]([CH3:28])=[CH:25][CH:24]=3)[CH2:19][CH2:20]2)=[O:34])[CH2:14][CH2:13]1, predict the reactants needed to synthesize it. The reactants are: BrCCBr.II.[Mg].[CH2:8]([N:15]1[CH2:20][CH2:19][CH:18](Br)[CH2:17][CH2:16]1)[C:9]1[CH:14]=[CH:13]C=CC=1.C[C:23]1[S:27][C:26]([CH:28]=O)=[CH:25][CH:24]=1.[Cl-].[NH4+].ClC(OC(Cl)C)=[O:34].C(N(CC)CC)C.C1(C(Cl)=O)CC1. (2) Given the product [C:1]([O:5][C:6]([N:8]1[C:16]2[C:11](=[CH:12][C:13]([O:17][C@H:31]3[CH2:32][CH2:33][C@H:28]([C:24]([CH3:27])([CH3:26])[CH3:25])[CH2:29][CH2:30]3)=[CH:14][CH:15]=2)[CH2:10][CH2:9]1)=[O:7])([CH3:4])([CH3:2])[CH3:3], predict the reactants needed to synthesize it. The reactants are: [C:1]([O:5][C:6]([N:8]1[C:16]2[C:11](=[CH:12][C:13]([OH:17])=[CH:14][CH:15]=2)[CH2:10][CH2:9]1)=[O:7])([CH3:4])([CH3:3])[CH3:2].C(=O)([O-])[O-].[Cs+].[Cs+].[C:24]([CH:28]1[CH2:33][CH2:32][CH:31](OS(C)(=O)=O)[CH2:30][CH2:29]1)([CH3:27])([CH3:26])[CH3:25].ClCCl. (3) Given the product [CH3:50][N:51]([CH3:57])[C@H:52]1[CH2:56][CH2:55][N:54]([C:13]([NH:12][C:8]2[CH:7]=[C:6]([O:5][C:4]3[CH:31]=[CH:32][C:33]([NH:34][C:35]([C:37]4([C:40]([NH:41][C:42]5[CH:43]=[CH:44][C:45]([F:48])=[CH:46][CH:47]=5)=[O:49])[CH2:39][CH2:38]4)=[O:36])=[C:2]([F:1])[CH:3]=3)[CH:11]=[CH:10][N:9]=2)=[O:14])[CH2:53]1, predict the reactants needed to synthesize it. The reactants are: [F:1][C:2]1[CH:3]=[C:4]([CH:31]=[CH:32][C:33]=1[NH:34][C:35]([C:37]1([C:40](=[O:49])[NH:41][C:42]2[CH:47]=[CH:46][C:45]([F:48])=[CH:44][CH:43]=2)[CH2:39][CH2:38]1)=[O:36])[O:5][C:6]1[CH:11]=[CH:10][N:9]=[C:8]([N:12](C(OC2C=CC=CC=2)=O)[C:13](=O)[O:14]C2C=CC=CC=2)[CH:7]=1.[CH3:50][N:51]([CH3:57])[C@H:52]1[CH2:56][CH2:55][NH:54][CH2:53]1.